This data is from Catalyst prediction with 721,799 reactions and 888 catalyst types from USPTO. The task is: Predict which catalyst facilitates the given reaction. (1) Reactant: [BH4-].[Na+].[CH3:3][C:4]1([C:10](OC)=[O:11])[CH2:8][O:7][C:6](=[O:9])[NH:5]1.[Cl-].[NH4+]. Product: [OH:11][CH2:10][C:4]1([CH3:3])[CH2:8][O:7][C:6](=[O:9])[NH:5]1. The catalyst class is: 8. (2) Reactant: [NH2:1][C:2]1[C:10]([C:11]#[N:12])=[CH:9][C:5](C(O)=O)=[C:4]([OH:13])[CH:3]=1.N1C2C(=CC=CC=2)C=CC=1. Product: [NH2:1][C:2]1[CH:3]=[C:4]([OH:13])[CH:5]=[CH:9][C:10]=1[C:11]#[N:12]. The catalyst class is: 74. (3) Reactant: [F:1][C:2]1[CH:3]=[C:4]([NH2:9])[CH:5]=[CH:6][C:7]=1[CH3:8].[S:10](C#N)[C:11]#[N:12].[K].BrBr.[OH-].[NH4+]. Product: [F:1][C:2]1[C:7]([CH3:8])=[CH:6][C:5]2[S:10][C:11]([NH2:12])=[N:9][C:4]=2[CH:3]=1. The catalyst class is: 15. (4) Reactant: I[C:2]1[NH:6][C:5]([C@@H:7]2[CH2:11][CH2:10][CH2:9][N:8]2[C:12]([O:14][C:15]([CH3:18])([CH3:17])[CH3:16])=[O:13])=[N:4][CH:3]=1.[C:19]([C:21]1[CH:26]=[CH:25][C:24]([B:27]([OH:29])[OH:28])=[CH:23][CH:22]=1)#[CH:20].C(N(CC)CC)C. Product: [C:15]([O:14][C:12]([N:8]1[CH2:9][CH2:10][CH2:11][C@H:7]1[C:5]1[NH:6][C:2]([C:20]#[C:19][C:21]2[CH:22]=[CH:23][C:24]([B:27]([OH:29])[OH:28])=[CH:25][CH:26]=2)=[CH:3][N:4]=1)=[O:13])([CH3:18])([CH3:17])[CH3:16]. The catalyst class is: 555. (5) Reactant: OO.O.O.O.FC(F)(F)C(C(F)(F)F)=[O:9].[CH2:16]1[CH2:44][O:43][C:18]2([CH2:35][CH2:34][C:33]3[C:32]4[C@H:23]([C@H:24]5[C@@:28]([CH2:30][CH:31]=4)([CH3:29])[C@:27]([OH:42])([CH2:36][C:37]([F:41])=[C:38]([F:40])[F:39])[CH2:26][CH2:25]5)[CH2:22][CH2:21][C:20]=3[CH2:19]2)[O:17]1. Product: [CH2:44]1[CH2:16][O:17][C:18]2([CH2:35][CH2:34][C@:33]34[O:9][C@:20]3([CH2:21][CH2:22][C@@H:23]3[C:32]4=[CH:31][CH2:30][C@@:28]4([CH3:29])[C@H:24]3[CH2:25][CH2:26][C@@:27]4([OH:42])[CH2:36][C:37]([F:41])=[C:38]([F:40])[F:39])[CH2:19]2)[O:43]1. The catalyst class is: 4. (6) Reactant: Cl.[NH:2]([C:4]1[CH:9]=[CH:8][N:7]=[CH:6][CH:5]=1)[NH2:3].[Br:10][C:11]1[S:15][C:14]([C:16](=[O:24])[CH2:17][C:18](=O)[C:19]([O:21][CH3:22])=[O:20])=[CH:13][CH:12]=1.N1C=CC=N1. The catalyst class is: 5. Product: [Br:10][C:11]1[S:15][C:14]([C:16](=[O:24])[CH2:17][C:18](=[N:3][NH:2][C:4]2[CH:9]=[CH:8][N:7]=[CH:6][CH:5]=2)[C:19]([O:21][CH3:22])=[O:20])=[CH:13][CH:12]=1.